Dataset: Reaction yield outcomes from USPTO patents with 853,638 reactions. Task: Predict the reaction yield, written as a fraction of the theoretical maximum amount of product (1.0 means a 100% yield; for example, 0.34 means a 34% yield). (1) The reactants are [NH:1](C(OC(C)(C)C)=O)[C@@H:2]([C:13]([NH:15][C@H:16]([C:32]([O:34][C:35]([CH3:38])([CH3:37])[CH3:36])=[O:33])[CH2:17][CH2:18][CH2:19][CH2:20][NH:21][C:22]([O:24][CH2:25][C:26]1[CH:31]=[CH:30][CH:29]=[CH:28][CH:27]=1)=[O:23])=[O:14])[CH2:3][C:4]1[C:12]2[C:7](=[CH:8][CH:9]=[CH:10][CH:11]=2)[NH:6][CH:5]=1.FC(F)(F)C(O)=O. The catalyst is C(Cl)Cl. The product is [NH2:1][C@@H:2]([C:13]([NH:15][C@H:16]([C:32]([O:34][C:35]([CH3:38])([CH3:37])[CH3:36])=[O:33])[CH2:17][CH2:18][CH2:19][CH2:20][NH:21][C:22]([O:24][CH2:25][C:26]1[CH:31]=[CH:30][CH:29]=[CH:28][CH:27]=1)=[O:23])=[O:14])[CH2:3][C:4]1[C:12]2[C:7](=[CH:8][CH:9]=[CH:10][CH:11]=2)[NH:6][CH:5]=1. The yield is 1.00. (2) The reactants are [Br:1][C:2]1[CH:7]=[CH:6][C:5]([CH:8]2[CH2:13][CH2:12][NH:11][CH2:10][CH2:9]2)=[CH:4][CH:3]=1.C(N(CC)CC)C.[C:21](OC(=O)C)(=[O:23])[CH3:22]. The catalyst is ClCCl. The product is [Br:1][C:2]1[CH:7]=[CH:6][C:5]([CH:8]2[CH2:9][CH2:10][N:11]([C:21](=[O:23])[CH3:22])[CH2:12][CH2:13]2)=[CH:4][CH:3]=1. The yield is 0.600. (3) The reactants are [Cl:1][C:2]1[CH:10]=[CH:9][C:8]2[N:7]([CH2:11][CH2:12][O:13][C:14]3[CH:19]=[CH:18][C:17]([F:20])=[CH:16][CH:15]=3)[C:6]3[CH2:21][CH2:22][N:23](C(OC(C)(C)C)=O)[CH2:24][CH2:25][C:5]=3[C:4]=2[C:3]=1[Cl:33].C(O)(C(F)(F)F)=O.[OH-].[Na+]. The catalyst is C(Cl)Cl. The product is [ClH:1].[Cl:1][C:2]1[CH:10]=[CH:9][C:8]2[N:7]([CH2:11][CH2:12][O:13][C:14]3[CH:15]=[CH:16][C:17]([F:20])=[CH:18][CH:19]=3)[C:6]3[CH2:21][CH2:22][NH:23][CH2:24][CH2:25][C:5]=3[C:4]=2[C:3]=1[Cl:33]. The yield is 0.400. (4) The reactants are Cl[C:2]1[CH:3]=[CH:4][C:5]2[C:14]3[CH:13]=[C:12]4[CH2:15][CH2:16][CH2:17][C:18](=[O:19])[C:11]4=[CH:10][C:9]=3[O:8][CH2:7][C:6]=2[CH:20]=1.P([O-])([O-])([O-])=O.[K+].[K+].[K+].CC(C1C=C(C(C)C)C(C2C=CC=CC=2P(C2CCCCC2)C2CCCCC2)=C(C(C)C)C=1)C.[Si:63]([C:67]#[CH:68])([CH3:66])([CH3:65])[CH3:64]. The catalyst is CC#N.CC#N.Cl[Pd]Cl.C(#N)C. The product is [CH3:64][Si:63]([C:67]#[C:68][C:2]1[CH:3]=[CH:4][C:5]2[C:14]3[CH:13]=[C:12]4[CH2:15][CH2:16][CH2:17][C:18](=[O:19])[C:11]4=[CH:10][C:9]=3[O:8][CH2:7][C:6]=2[CH:20]=1)([CH3:66])[CH3:65]. The yield is 0.334. (5) The reactants are [H-].[Na+].[Cl:3][C:4]1[CH:5]=[C:6]([CH:21]=[CH:22][CH:23]=1)[CH2:7][O:8][C:9]1[CH:18]=[C:17]2[C:12]([CH:13]=[C:14]([CH2:19][OH:20])[CH:15]=[N:16]2)=[CH:11][CH:10]=1.[CH3:24]I. The catalyst is CN(C=O)C. The product is [Cl:3][C:4]1[CH:5]=[C:6]([CH:21]=[CH:22][CH:23]=1)[CH2:7][O:8][C:9]1[CH:18]=[C:17]2[C:12]([CH:13]=[C:14]([CH2:19][O:20][CH3:24])[CH:15]=[N:16]2)=[CH:11][CH:10]=1. The yield is 0.610.